This data is from Reaction yield outcomes from USPTO patents with 853,638 reactions. The task is: Predict the reaction yield, written as a fraction of the theoretical maximum amount of product (1.0 means a 100% yield; for example, 0.34 means a 34% yield). The reactants are Br[C:2]1[CH:3]=[CH:4][CH:5]=[C:6]2[C:11]=1[N:10]=[C:9]([NH:12][C:13]([CH3:16])([CH3:15])[CH3:14])[NH:8][C:7]2=[O:17].C([O-])([O-])=O.[K+].[K+].[CH3:24][C@@H:25]1[C:29]2[NH:30][C:31](B3OC(C)(C)C(C)(C)O3)=[CH:32][C:28]=2[C:27](=[O:42])[NH:26]1.O1CCOCC1. The catalyst is C(Cl)Cl.O. The yield is 0.0800. The product is [C:13]([NH:12][C:9]1[NH:8][C:7](=[O:17])[C:6]2[C:11](=[C:2]([C:31]3[NH:30][C:29]4[C@@H:25]([CH3:24])[NH:26][C:27](=[O:42])[C:28]=4[CH:32]=3)[CH:3]=[CH:4][CH:5]=2)[N:10]=1)([CH3:16])([CH3:15])[CH3:14].